From a dataset of Peptide-MHC class II binding affinity with 134,281 pairs from IEDB. Regression. Given a peptide amino acid sequence and an MHC pseudo amino acid sequence, predict their binding affinity value. This is MHC class II binding data. The peptide sequence is VDFGNSYIAEMETES. The MHC is HLA-DQA10201-DQB10402 with pseudo-sequence HLA-DQA10201-DQB10402. The binding affinity (normalized) is 0.266.